This data is from Forward reaction prediction with 1.9M reactions from USPTO patents (1976-2016). The task is: Predict the product of the given reaction. Given the reactants [N:1](CCCCCNCCCCCN=[N+]=[N-])=[N+:2]=[N-:3].[OH:18][C:19]([CH2:21][CH2:22][CH2:23][CH2:24][C@H:25]1[C@@H:33]2[C@@H:28]([NH:29][C:30]([NH:32]2)=[O:31])[CH2:27][S:26]1)=[O:20].C1CN([P+](O[N:51]2[N:59]=[N:58]C3C=CC=CC2=3)(N2CCCC2)N2CCCC2)CC1.F[P-](F)(F)(F)(F)F.CCN(CC)CC, predict the reaction product. The product is: [N-:1]=[N+:2]=[N-:3].[N-:58]=[N+:59]=[N-:51].[OH:20][C:19]([CH2:21][CH2:22][CH2:23][CH2:24][C@H:25]1[C@@H:33]2[C@@H:28]([NH:29][C:30]([NH:32]2)=[O:31])[CH2:27][S:26]1)=[O:18].